Task: Predict the reaction yield, written as a fraction of the theoretical maximum amount of product (1.0 means a 100% yield; for example, 0.34 means a 34% yield).. Dataset: Reaction yield outcomes from USPTO patents with 853,638 reactions (1) The reactants are [Cl:1][C:2]1[N:6]2[CH:7]=[C:8]([C:15]3[CH:19]=[CH:18][O:17][CH:16]=3)[CH:9]=[C:10]([C:11]([F:14])([F:13])[F:12])[C:5]2=[N:4][C:3]=1[C:20](O)=[O:21].[OH:23][C@H:24]1[C@H:29](N2CCOC2=O)[CH2:28][CH2:27][NH:26][CH2:25]1.CN(C([O:43]N1N=NC2C=CC=NC1=2)=[N+](C)C)C.F[P-](F)(F)(F)(F)F.[CH3:60][CH2:61][N:62]([CH:66](C)C)C(C)C.[Li+].[Cl-]. The yield is 0.545. The product is [Cl:1][C:2]1[N:6]2[CH:7]=[C:8]([C:15]3[CH:19]=[CH:18][O:17][CH:16]=3)[CH:9]=[C:10]([C:11]([F:13])([F:14])[F:12])[C:5]2=[N:4][C:3]=1[C:20]([N:26]1[CH2:27][CH2:28][CH:29]([CH:66]2[NH:62][CH2:61][CH2:60][O:43]2)[CH:24]([OH:23])[CH2:25]1)=[O:21]. The catalyst is CN(C)C=O.C(OCC)(=O)C. (2) The reactants are [OH:1][CH2:2][C@H:3]1[CH2:7][CH2:6][C@H:5]([OH:8])[CH2:4]1.N1C=CN=C1.[Si:14](Cl)([C:17]([CH3:20])([CH3:19])[CH3:18])([CH3:16])[CH3:15]. The catalyst is CN(C=O)C. The product is [Si:14]([O:1][CH2:2][C@H:3]1[CH2:7][CH2:6][C@H:5]([OH:8])[CH2:4]1)([C:17]([CH3:20])([CH3:19])[CH3:18])([CH3:16])[CH3:15]. The yield is 0.310.